From a dataset of Reaction yield outcomes from USPTO patents with 853,638 reactions. Predict the reaction yield, written as a fraction of the theoretical maximum amount of product (1.0 means a 100% yield; for example, 0.34 means a 34% yield). (1) The reactants are [Cl:1][C:2]1[N:7]=[C:6]([CH2:8][C:9]([C:11]2[C:12]([F:29])=[C:13]([NH:17][S:18]([C:21]3[C:26]([F:27])=[CH:25][CH:24]=[CH:23][C:22]=3[F:28])(=[O:20])=[O:19])[CH:14]=[CH:15][CH:16]=2)=O)[CH:5]=[CH:4][N:3]=1.C1C(=O)N(Br)C(=O)C1.[N:38]1([C:46](=[S:48])[NH2:47])[CH2:43][CH2:42][S:41](=[O:45])(=[O:44])[CH2:40][CH2:39]1. No catalyst specified. The product is [Cl:1][C:2]1[N:7]=[C:6]([C:8]2[S:48][C:46]([N:38]3[CH2:43][CH2:42][S:41](=[O:45])(=[O:44])[CH2:40][CH2:39]3)=[N:47][C:9]=2[C:11]2[C:12]([F:29])=[C:13]([NH:17][S:18]([C:21]3[C:26]([F:27])=[CH:25][CH:24]=[CH:23][C:22]=3[F:28])(=[O:20])=[O:19])[CH:14]=[CH:15][CH:16]=2)[CH:5]=[CH:4][N:3]=1. The yield is 0.900. (2) The reactants are [C:1]([O:5][C:6]([N:8]1[CH2:13][CH2:12][CH:11]([O:14][C:15]2[CH:20]=[CH:19][C:18]([C:21]3[S:25][C:24]4=[N:26][CH:27]=[C:28](I)[N:23]4[N:22]=3)=[CH:17][C:16]=2[O:30][CH3:31])[CH2:10][CH2:9]1)=[O:7])([CH3:4])([CH3:3])[CH3:2].[NH2:32][C:33]1[N:38]=[CH:37][C:36](B2OC(C)(C)C(C)(C)O2)=[CH:35][N:34]=1.O1CCOCC1.C([O-])([O-])=O.[K+].[K+]. The catalyst is Cl[Pd](Cl)([P](C1C=CC=CC=1)(C1C=CC=CC=1)C1C=CC=CC=1)[P](C1C=CC=CC=1)(C1C=CC=CC=1)C1C=CC=CC=1.O. The product is [C:1]([O:5][C:6]([N:8]1[CH2:13][CH2:12][CH:11]([O:14][C:15]2[CH:20]=[CH:19][C:18]([C:21]3[S:25][C:24]4=[N:26][CH:27]=[C:28]([C:36]5[CH:35]=[N:34][C:33]([NH2:32])=[N:38][CH:37]=5)[N:23]4[N:22]=3)=[CH:17][C:16]=2[O:30][CH3:31])[CH2:10][CH2:9]1)=[O:7])([CH3:4])([CH3:3])[CH3:2]. The yield is 0.140. (3) The reactants are [Cl:1][C:2]1[CH:7]=[C:6]([C:8]([CH3:11])([CH3:10])[CH3:9])[CH:5]=[CH:4][C:3]=1[OH:12].N1C=CC=CC=1.[F:19][C:20]([F:33])([F:32])[S:21](O[S:21]([C:20]([F:33])([F:32])[F:19])(=[O:23])=[O:22])(=[O:23])=[O:22].CCCCCC. The catalyst is ClCCl. The product is [F:19][C:20]([F:33])([F:32])[S:21]([O:12][C:3]1[CH:4]=[CH:5][C:6]([C:8]([CH3:9])([CH3:11])[CH3:10])=[CH:7][C:2]=1[Cl:1])(=[O:23])=[O:22]. The yield is 0.930. (4) The reactants are Cl[CH2:2][CH2:3][CH2:4][O:5][C:6]1[CH:11]=[CH:10][C:9]([C:12]2[S:13][C:14]3[CH2:15][N:16]([C:21]([NH:23][CH2:24][CH3:25])=[O:22])[CH2:17][CH2:18][C:19]=3[N:20]=2)=[CH:8][CH:7]=1.[CH3:26][CH:27]1[CH2:31][CH2:30][CH2:29][NH:28]1.C(=O)([O-])[O-].[K+].[K+].[I-].[Na+]. The catalyst is C(#N)C. The product is [CH2:24]([NH:23][C:21]([N:16]1[CH2:17][CH2:18][C:19]2[N:20]=[C:12]([C:9]3[CH:10]=[CH:11][C:6]([O:5][CH2:4][CH2:3][CH2:2][N:28]4[CH2:29][CH2:30][CH2:31][CH:27]4[CH3:26])=[CH:7][CH:8]=3)[S:13][C:14]=2[CH2:15]1)=[O:22])[CH3:25]. The yield is 0.480. (5) The reactants are [CH3:1][O:2][C:3]([C:5]1[O:6][CH:7]=[CH:8][C:9]=1[NH:10]C(=O)OC(C)(C)C)=[O:4].FC(F)(F)C(O)=O. The product is [NH2:10][C:9]1[CH:8]=[CH:7][O:6][C:5]=1[C:3]([O:2][CH3:1])=[O:4]. The catalyst is ClCCl. The yield is 0.860.